This data is from Forward reaction prediction with 1.9M reactions from USPTO patents (1976-2016). The task is: Predict the product of the given reaction. (1) The product is: [O:35]1[CH2:40][CH2:39][N:38]([C:41]2[C:46]([NH:47][C:55]3[C:64]4[C:59](=[CH:60][C:61]([F:66])=[CH:62][C:63]=4[F:65])[N:58]=[C:57]([C:67]4[CH:68]=[N:69][C:70]([N:73]5[CH2:74][CH2:75][CH2:76][CH2:77]5)=[CH:71][CH:72]=4)[C:56]=3[CH3:78])=[CH:45][C:44]([N:48]3[CH2:49][CH2:50][O:51][CH2:52][CH2:53]3)=[CH:43][N:42]=2)[CH2:37][CH2:36]1. Given the reactants C1(P(C2CCCCC2)C2C=CC=CC=2C2C(C(C)C)=CC(C(C)C)=CC=2C(C)C)CCCCC1.[O:35]1[CH2:40][CH2:39][N:38]([C:41]2[C:46]([NH2:47])=[CH:45][C:44]([N:48]3[CH2:53][CH2:52][O:51][CH2:50][CH2:49]3)=[CH:43][N:42]=2)[CH2:37][CH2:36]1.Cl[C:55]1[C:64]2[C:59](=[CH:60][C:61]([F:66])=[CH:62][C:63]=2[F:65])[N:58]=[C:57]([C:67]2[CH:68]=[N:69][C:70]([N:73]3[CH2:77][CH2:76][CH2:75][CH2:74]3)=[CH:71][CH:72]=2)[C:56]=1[CH3:78].CC(C)([O-])C.[Na+], predict the reaction product. (2) Given the reactants [F:1][C:2]1[CH:7]=[CH:6][C:5]([CH3:8])=[CH:4][C:3]=1[NH:9][C:10]([NH:12][C:13]1[CH:38]=[CH:37][C:16]([O:17][C:18]2[CH:23]=[CH:22][N:21]=[C:20]([C:24]3[CH:25]=[C:26]([C:29]([NH:31][CH2:32][C:33]([O:35]C)=[O:34])=[O:30])[S:27][CH:28]=3)[CH:19]=2)=[CH:15][CH:14]=1)=[O:11].C1COCC1.CO.[OH-].[Na+].Cl, predict the reaction product. The product is: [F:1][C:2]1[CH:7]=[CH:6][C:5]([CH3:8])=[CH:4][C:3]=1[NH:9][C:10]([NH:12][C:13]1[CH:14]=[CH:15][C:16]([O:17][C:18]2[CH:23]=[CH:22][N:21]=[C:20]([C:24]3[CH:25]=[C:26]([C:29]([NH:31][CH2:32][C:33]([OH:35])=[O:34])=[O:30])[S:27][CH:28]=3)[CH:19]=2)=[CH:37][CH:38]=1)=[O:11]. (3) Given the reactants C(OC([N:8]([CH2:10][C:11]1[CH:12]=[C:13]([CH:47]=[CH:48][C:49]=1[CH2:50][N:51]([C:53](OC(C)(C)C)=O)C)[C:14]([NH:16][C@H:17]([B:34]1[O:42]C2C(C)(C3CC(C2)C3(C)C)[O:35]1)[CH2:18][C:19]1[C:20](OC)=[C:21]([CH:29]=[CH:30][CH:31]=1)[C:22]([O:24]C(C)(C)C)=[O:23])=[O:15])[CH3:9])=O)(C)(C)C.B(Cl)(Cl)Cl, predict the reaction product. The product is: [CH3:9][NH:8][CH2:10][C:11]1[CH:12]=[C:13]([CH:47]=[CH:48][C:49]=1[CH2:50][NH:51][CH3:53])[C:14]([NH:16][C@H:17]1[CH2:18][C:19]2[CH:31]=[CH:30][CH:29]=[C:21]([C:22]([OH:24])=[O:23])[C:20]=2[O:42][B:34]1[OH:35])=[O:15]. (4) Given the reactants [F:1][C:2]1[CH:11]=[C:10]([F:12])[CH:9]=[C:8]2[C:3]=1[C:4]([NH:20][C:21]1[C:26](I)=[CH:25][N:24]=[C:23]([N:28]3[CH2:33][CH2:32][O:31][CH2:30][CH2:29]3)[CH:22]=1)=[C:5]([CH3:19])[C:6]([C:13]1[CH:18]=[CH:17][CH:16]=[CH:15][N:14]=1)=[N:7]2.[F:34][CH:35]([F:52])[C:36]1[CH:37]=[CH:38][C:39]([F:51])=[C:40](B2OC(C)(C)C(C)(C)O2)[CH:41]=1.C1(P(C2CCCCC2)C2CCCCC2)CCCCC1.[O-]P([O-])([O-])=O.[K+].[K+].[K+], predict the reaction product. The product is: [F:34][CH:35]([F:52])[C:36]1[CH:37]=[CH:38][C:39]([F:51])=[C:40]([C:26]2[C:21]([NH:20][C:4]3[C:3]4[C:8](=[CH:9][C:10]([F:12])=[CH:11][C:2]=4[F:1])[N:7]=[C:6]([C:13]4[CH:18]=[CH:17][CH:16]=[CH:15][N:14]=4)[C:5]=3[CH3:19])=[CH:22][C:23]([N:28]3[CH2:33][CH2:32][O:31][CH2:30][CH2:29]3)=[N:24][CH:25]=2)[CH:41]=1. (5) Given the reactants C(OC([N:8]1[C:16]2[C:11](=[CH:12][CH:13]=[C:14]([F:17])[CH:15]=2)[C:10]([C:18]2[CH:23]=[CH:22][C:21]([S:24]([N:27]3[CH2:32][CH2:31][N:30](C(OC(C)(C)C)=O)[CH:29]([CH2:40][OH:41])[CH2:28]3)(=[O:26])=[O:25])=[CH:20][CH:19]=2)=[CH:9]1)=O)(C)(C)C.C(O)(C(F)(F)F)=O.CCOC(C)=O, predict the reaction product. The product is: [F:17][C:14]1[CH:15]=[C:16]2[C:11]([C:10]([C:18]3[CH:19]=[CH:20][C:21]([S:24]([N:27]4[CH2:32][CH2:31][NH:30][CH:29]([CH2:40][OH:41])[CH2:28]4)(=[O:26])=[O:25])=[CH:22][CH:23]=3)=[CH:9][NH:8]2)=[CH:12][CH:13]=1.